Dataset: TCR-epitope binding with 47,182 pairs between 192 epitopes and 23,139 TCRs. Task: Binary Classification. Given a T-cell receptor sequence (or CDR3 region) and an epitope sequence, predict whether binding occurs between them. The epitope is QECVRGTTVL. The TCR CDR3 sequence is CASSQEIWTGGSYEQYF. Result: 1 (the TCR binds to the epitope).